Binary Classification. Given a miRNA mature sequence and a target amino acid sequence, predict their likelihood of interaction. From a dataset of Experimentally validated miRNA-target interactions with 360,000+ pairs, plus equal number of negative samples. (1) The miRNA is mmu-miR-23a-3p with sequence AUCACAUUGCCAGGGAUUUCC. The protein sequence of the target gene is MDGAHSAGLQLQPLPPTSGATSTSLSSSEGSFSYKENLIGALLAIFGHLVVSIALNLQKYCHIRLAGSKDPRAYFKTKTWWLGLLLLLLGELGVFASYAFAPLSLIVPLSAVSVIASAIIGIIFIKEKWKPKDFVRRYVLSFVGCGLAIVGTYLLVTFAPNSHEKMTGENIARHLVSWPFLLYMLVAIVLFCLLLYFYKERNANSIVVILLLVALLGSMTVVTVKAVSGMLVLSIQGNLQLDYPIFYVMFVCMVATAIYQATFLSEASQIYDSSLIASVGYILSTTAAITAGAIFYLDFL.... Result: 0 (no interaction). (2) The miRNA is hsa-miR-3186-5p with sequence CAGGCGUCUGUCUACGUGGCUU. The protein sequence of the target gene is MELSLESLGGLHGVTHAQAGELLSPGHARSAAAQHRSLVASGRPGLVAGMASLLDGGGAGGGGAGGAGAAGAAGGGPDFRGELAGPLHPAMGMACEAPGLGGTYTTLTPLQHLPPLAAVADKFHQHAVAGAHGGHPHAHPHPATAPPPPPPQRLAASVSGSFTLMRDERAALASVGHLYGPYGKELPTMGSPLSPLPSALPPALHSAPQPPPPPPLAAYGAPGHLAGDKLLPPAAFEPHAALLGRAEDALARGLPGGGGGAGGGGAAGGAAAGLLAPLGGLAAAGAHGPHSGGGGPGGGG.... Result: 0 (no interaction). (3) The miRNA is mmu-miR-299a-5p with sequence UGGUUUACCGUCCCACAUACAU. The protein sequence of the target gene is MSWFNASQLSSFAKQALSQAQKSIDRVLDIQEEEPSIWAETIPYGEPGISSPVSGGWDTSTWGLKSNTEPQSPPIASPKAITKPVRRTVVDESENFFSAFLSPTDVQTIQKSPVVSKPPAKSQRPEEEVKSSLHESLHIGQSRTPETTESQVKDSSLCVSGETLAAGTSSPKTEGKHEETVNKESDMKVPTVSLKVSESVIDVKTTMESISNTSTQSLTAETKDIALEPKEQKHEDRQSNTPSPPVSTFSSGTSTTSDIEVLDHESVISESSASSRQETTDSKSSLHLMQTSFQLLSASA.... Result: 0 (no interaction). (4) The miRNA is mmu-miR-365-3p with sequence UAAUGCCCCUAAAAAUCCUUAU. The protein sequence of the target gene is MPVRRGHVAPQNTFLDTIIRKFEGQSRKFIIANARVENCAVIYCNDGFCELCGYSRAEVMQRPCTCDFLHGPRTQRRAAAQIAQALLGAEERKVEIAFYRKDGSCFLCLVDVVPVKNEDGAVIMFILNFEVVMEKDMVGSPAHDTNHRGPSTSWLASGRAKTFRLKLPALLALTARESSVRTGSMHSAGAPGAVVVDVDLTPAAPSSESLALDEVSAMDNHVAGLGPAEERRALVGPGSASPVASIRGPHPSPRAQSLNPDASGSSCSLARTRSRESCASVRRASSADDIEAMRAGALPP.... Result: 1 (interaction). (5) Result: 1 (interaction). The protein sequence of the target gene is MAAGSGGSGGSGAGPGPGPGPGGGGGPGSSGPGLGSGGGLGGGGELHPRTGRLVSLSACGRTARRQQPGQEFNHGLVLSREPLRDGRVFTVRIDRKVNSWSGSIEIGVTALDPSVLDFPSSATGLKGGSWVVSGCSVLRDGRSVLEEYGQDLDQLVEGDRVGVERTATGELRLWVNGRDCGVAATGLPARVWAVVDLYGKCTQITVLPSEPGFSPPTPVPTPPLEPLAPPEDSALLEQGTSVDEAFMVSPAQARPETFPNSLDSHNDFASMELSEVVSNAILSAYNGGLLNVSLSSPPAG.... The miRNA is mmu-miR-190a-5p with sequence UGAUAUGUUUGAUAUAUUAGGU. (6) The miRNA is hsa-miR-1537-5p with sequence AGCUGUAAUUAGUCAGUUUUCU. The protein sequence of the target gene is MADDLEQQSQGWLSSWLPTWRPTSMSQLKNVEARILQCLQNKFLARYVSLPNQNKIWTVTVSPEQNDRTPLVMVHGFGGGVGLWILNMDSLSARRTLHTFDLLGFGRSSRPAFPRDPEGAEDEFVTSIETWRETMGIPSMILLGHSLGGFLATSYSIKYPDRVKHLILVDPWGFPLRPTNPSEIRAPPAWVKAVASVLGRSNPLAVLRVAGPWGPGLVQRFRPDFKRKFADFFEDDTISEYIYHCNAQNPSGETAFKAMMESFGWARRPMLERIHLIRKDVPITMIYGSDTWIDTSTGKK.... Result: 0 (no interaction). (7) The miRNA is hsa-miR-183-3p with sequence GUGAAUUACCGAAGGGCCAUAA. The protein sequence of the target gene is MPKKAKPTGSGKEEGPAPCKQMKLEAAGGPSALNFDSPSSLFESLISPIKTETFFKEFWEQKPLLIQRDDPALATYYGSLFKLTDLKSLCSRGMYYGRDVNVCRCVNGKKKVLNKDGKAHFLQLRKDFDQKRATIQFHQPQRFKDELWRIQEKLECYFGSLVGSNVYITPAGSQGLPPHYDDVEVFILQLEGEKHWRLYHPTVPLAREYSVEAEERIGRPVHEFMLKPGDLLYFPRGTIHQADTPAGLAHSTHVTISTYQNNSWGDFLLDTISGLVFDTAKEDVELRTGIPRQLLLQVES.... Result: 1 (interaction). (8) The miRNA is mmu-miR-296-5p with sequence AGGGCCCCCCCUCAAUCCUGU. The protein sequence of the target gene is MVSPVTVVKSEGPKLVPFFKATCVYFVLWLPSSSPSWVSTLIKCLPIFCLWLFLLAHGLGFLLAHPSATRIFVGLVFSAVGDAFLIWQDQGYFVHGLLMFAVTHMFYASAFGMQPLALRTGLVMAALSGLCYALLYPCLSGAFTYLVGVYVALIGFMGWRAMAGLRLAGADWRWTELAAGSGALFFIISDLTIALNKFCFPVPYSRALIMSTYYVAQMLVALSAVESREPVEHYRLTKAN. Result: 0 (no interaction).